This data is from Full USPTO retrosynthesis dataset with 1.9M reactions from patents (1976-2016). The task is: Predict the reactants needed to synthesize the given product. (1) Given the product [C:8]([N:5]1[C:4](=[O:6])[CH:3]=[CH:2][C:1]1=[O:7])(=[O:10])[CH3:9], predict the reactants needed to synthesize it. The reactants are: [C:1]1(=[O:7])[NH:5][C:4](=[O:6])[CH:3]=[CH:2]1.[C:8](OC(=O)C)(=[O:10])[CH3:9]. (2) Given the product [Cl:13][C:12]1[C:3]2[CH2:2][N:27]([CH:25]([C:22]3[CH:23]=[CH:24][C:19]([O:18][CH2:17][CH:16]([F:15])[F:29])=[C:20]([CH3:28])[CH:21]=3)[CH3:26])[C:5](=[O:7])[C:4]=2[CH:9]=[CH:10][N:11]=1, predict the reactants needed to synthesize it. The reactants are: Br[CH2:2][C:3]1[C:12]([Cl:13])=[N:11][CH:10]=[CH:9][C:4]=1[C:5]([O:7]C)=O.Cl.[F:15][CH:16]([F:29])[CH2:17][O:18][C:19]1[CH:24]=[CH:23][C:22]([CH:25]([NH2:27])[CH3:26])=[CH:21][C:20]=1[CH3:28]. (3) Given the product [CH3:5][O:7][C:8](=[O:13])[C@@H:9]([CH3:14])[CH2:10][N:1]=[N+:2]=[N-:3], predict the reactants needed to synthesize it. The reactants are: [N-:1]=[N+:2]=[N-:3].[Na+].[CH2:5]([O:7][C:8](=[O:13])[CH2:9][C:10](C)=O)C.[CH3:14]N(C)C=O. (4) Given the product [Cl:38][C:33]1[CH:32]=[C:31]([C:25]2([C:27]([F:28])([F:30])[F:29])[O:24][N:23]=[C:22]([C:18]3[S:17][C:16]([CH2:14][OH:13])=[C:20]([CH3:21])[CH:19]=3)[CH2:26]2)[CH:36]=[C:35]([Cl:37])[CH:34]=1, predict the reactants needed to synthesize it. The reactants are: [H-].C([Al+]CC(C)C)C(C)C.C([O:13][C:14]([C:16]1[S:17][C:18]([C:22]2[CH2:26][C:25]([C:31]3[CH:36]=[C:35]([Cl:37])[CH:34]=[C:33]([Cl:38])[CH:32]=3)([C:27]([F:30])([F:29])[F:28])[O:24][N:23]=2)=[CH:19][C:20]=1[CH3:21])=O)C. (5) Given the product [C:44]([N:46]1[CH2:51][CH2:50][N:49]([C:6]([C:5]2[CH:4]=[C:3]([CH:11]=[CH:10][CH:9]=2)[CH:1]=[O:2])=[O:8])[CH2:48][CH2:47]1)(=[O:45])[CH:43]([CH3:52])[CH3:42], predict the reactants needed to synthesize it. The reactants are: [CH:1]([C:3]1[CH:4]=[C:5]([CH:9]=[CH:10][CH:11]=1)[C:6]([OH:8])=O)=[O:2].C(N(CC)CC)C.ON1C2C=CC=CC=2N=N1.Cl.C(N=C=NCCCN(C)C)C.Cl.[CH3:42][CH:43]([CH3:52])[C:44]([N:46]1[CH2:51][CH2:50][NH:49][CH2:48][CH2:47]1)=[O:45].